Dataset: Reaction yield outcomes from USPTO patents with 853,638 reactions. Task: Predict the reaction yield, written as a fraction of the theoretical maximum amount of product (1.0 means a 100% yield; for example, 0.34 means a 34% yield). (1) The reactants are [OH:1][C:2]1[CH:7]=[C:6]([O:8][CH:9]([CH3:11])[CH3:10])[CH:5]=[CH:4][C:3]=1[CH2:12][CH2:13][C:14]([O:16][CH2:17][CH3:18])=[O:15].[H-].[Na+].Cl[C:22]1[C:27]([Cl:28])=[CH:26][C:25]([Cl:29])=[CH:24][N:23]=1.[Cl-].[NH4+]. The catalyst is CN(C)C=O. The product is [Cl:28][C:27]1[C:22]([O:1][C:2]2[CH:7]=[C:6]([O:8][CH:9]([CH3:11])[CH3:10])[CH:5]=[CH:4][C:3]=2[CH2:12][CH2:13][C:14]([O:16][CH2:17][CH3:18])=[O:15])=[N:23][CH:24]=[C:25]([Cl:29])[CH:26]=1. The yield is 0.530. (2) The reactants are [O-]CC.[Na+:4].[CH3:5][C:6]([CH3:40])([CH3:39])[CH2:7][CH2:8][C@:9]1([CH3:38])[C:18]2[C:13](=[CH:14][CH:15]=[CH:16][CH:17]=2)[C:12]([OH:19])=[C:11]([C:20]2[NH:25][C:24]3[CH:26]=[CH:27][C:28]([NH:30][S:31]([CH3:34])(=[O:33])=[O:32])=[CH:29][C:23]=3[S:22](=[O:36])(=[O:35])[N:21]=2)[C:10]1=[O:37]. The catalyst is C(O)C. The product is [CH3:5][C:6]([CH3:40])([CH3:39])[CH2:7][CH2:8][C@:9]1([CH3:38])[C:18]2[C:13](=[CH:14][CH:15]=[CH:16][CH:17]=2)[C:12]([O-:19])=[C:11]([C:20]2[NH:25][C:24]3[CH:26]=[CH:27][C:28]([NH:30][S:31]([CH3:34])(=[O:33])=[O:32])=[CH:29][C:23]=3[S:22](=[O:36])(=[O:35])[N:21]=2)[C:10]1=[O:37].[Na+:4]. The yield is 0.930. (3) The reactants are [H-].[Na+].[Br:3][C:4]1[CH:5]=[C:6]([F:18])[CH:7]=[C:8]2[C:12]=1[NH:11][C:10]([C:13]([O:15][CH2:16][CH3:17])=[O:14])=[CH:9]2.[C:19]([O:23][C:24]([N:26]1[CH2:30][CH2:29]OS1(=O)=O)=[O:25])([CH3:22])([CH3:21])[CH3:20].C(O)(=O)CC(CC(O)=O)(C(O)=O)O. The catalyst is CN(C=O)C. The product is [CH2:16]([O:15][C:13]([C:10]1[N:11]([CH2:29][CH2:30][NH:26][C:24]([O:23][C:19]([CH3:22])([CH3:21])[CH3:20])=[O:25])[C:12]2[C:8]([CH:9]=1)=[CH:7][C:6]([F:18])=[CH:5][C:4]=2[Br:3])=[O:14])[CH3:17]. The yield is 0.880. (4) The reactants are [C:1]([O:5][C:6]([N:8]1[C:16]2[C:11](=[CH:12][C:13]([C:17]([CH3:25])([CH3:24])[O:18][SiH2:19][C:20]([CH3:23])([CH3:22])[CH3:21])=[CH:14][CH:15]=2)[CH:10]=[CH:9]1)=[O:7])([CH3:4])([CH3:3])[CH3:2].C([N-]C(C)C)(C)C.C[O:34][B:35](OC)[O:36]C. The catalyst is O1CCCC1. The product is [C:20]([SiH2:19][O:18][C:17]([CH3:25])([CH3:24])[C:13]1[CH:12]=[C:11]2[C:16](=[CH:15][CH:14]=1)[NH:8][CH:9]=[CH:10]2)([CH3:23])([CH3:21])[CH3:22].[C:1]([O:5][C:6]([N:8]1[C:16]2[C:11](=[CH:12][CH:13]=[CH:14][CH:15]=2)[CH:10]=[C:9]1[B:35]([OH:36])[OH:34])=[O:7])([CH3:4])([CH3:3])[CH3:2]. The yield is 0.950.